The task is: Predict which catalyst facilitates the given reaction.. This data is from Catalyst prediction with 721,799 reactions and 888 catalyst types from USPTO. Reactant: [O:1]([C:3]1[CH:4]=[C:5]([CH:9]=[CH:10][CH:11]=1)[CH2:6][CH2:7][NH2:8])[CH3:2].[CH2:12]=O. Product: [CH3:2][O:1][C:3]1[CH:4]=[C:5]2[C:9](=[CH:10][CH:11]=1)[CH2:12][NH:8][CH2:7][CH2:6]2. The catalyst class is: 106.